Dataset: Reaction yield outcomes from USPTO patents with 853,638 reactions. Task: Predict the reaction yield, written as a fraction of the theoretical maximum amount of product (1.0 means a 100% yield; for example, 0.34 means a 34% yield). The reactants are [NH:1]1[CH2:6][CH2:5][C:4]2([C:11]3[S:12][CH:13]=[CH:14][C:10]=3[CH2:9][CH2:8][O:7]2)[CH2:3][CH2:2]1.C(=O)(OC(C)(C)C)[O:16][C:17]([O:19][C:20]([CH3:23])([CH3:22])[CH3:21])=O.[Cl-].[Na+]. The catalyst is CC1CCCO1. The product is [N:1]1([C:17]([O:19][C:20]([CH3:23])([CH3:22])[CH3:21])=[O:16])[CH2:2][CH2:3][C:4]2([C:11]3[S:12][CH:13]=[CH:14][C:10]=3[CH2:9][CH2:8][O:7]2)[CH2:5][CH2:6]1. The yield is 0.990.